From a dataset of Forward reaction prediction with 1.9M reactions from USPTO patents (1976-2016). Predict the product of the given reaction. (1) Given the reactants [CH3:1][O:2][C:3]([C:5]1([C:9]2[CH:14]=[CH:13][C:12]([NH:15][C:16]3[CH:21]=[C:20]([C:22]4[CH:27]=[CH:26][CH:25]=[CH:24][CH:23]=4)[N:19]=[C:18](Cl)[N:17]=3)=[CH:11][CH:10]=2)[CH2:8][CH2:7][CH2:6]1)=[O:4].[F:29][C:30]1[CH:35]=[CH:34][C:33](B(O)O)=[CH:32][CH:31]=1.C1(B(O)O)C=CC=CC=1, predict the reaction product. The product is: [CH3:1][O:2][C:3]([C:5]1([C:9]2[CH:14]=[CH:13][C:12]([NH:15][C:16]3[CH:21]=[C:20]([C:22]4[CH:27]=[CH:26][CH:25]=[CH:24][CH:23]=4)[N:19]=[C:18]([C:33]4[CH:34]=[CH:35][C:30]([F:29])=[CH:31][CH:32]=4)[N:17]=3)=[CH:11][CH:10]=2)[CH2:8][CH2:7][CH2:6]1)=[O:4]. (2) Given the reactants [C:1]([O:5][C:6]([N:8]1[CH2:11][CH:10]([C:12]2[C:17]([C:18]3[CH2:19][CH2:20][O:21][CH2:22][CH:23]=3)=[N:16][CH:15]=[CH:14][N:13]=2)[CH2:9]1)=[O:7])([CH3:4])([CH3:3])[CH3:2], predict the reaction product. The product is: [C:1]([O:5][C:6]([N:8]1[CH2:9][CH:10]([C:12]2[C:17]([CH:18]3[CH2:19][CH2:20][O:21][CH2:22][CH2:23]3)=[N:16][CH:15]=[CH:14][N:13]=2)[CH2:11]1)=[O:7])([CH3:4])([CH3:2])[CH3:3].